This data is from Full USPTO retrosynthesis dataset with 1.9M reactions from patents (1976-2016). The task is: Predict the reactants needed to synthesize the given product. (1) Given the product [OH:1][C:2]1[C:3]([C:23]([NH:25][CH2:26][C:27]([OH:29])=[O:28])=[O:24])=[C:4]2[C:9](=[CH:10][CH:11]=1)[N:8]=[C:7]([C:12]1[S:13][CH:14]=[CH:15][N:16]=1)[C:6]([C:17]1[CH:18]=[CH:19][CH:20]=[CH:21][CH:22]=1)=[N:5]2, predict the reactants needed to synthesize it. The reactants are: [OH:1][C:2]1[C:3]([C:23]([NH:25][CH2:26][C:27]([O:29]CC)=[O:28])=[O:24])=[C:4]2[C:9](=[CH:10][CH:11]=1)[N:8]=[C:7]([C:12]1[S:13][CH:14]=[CH:15][N:16]=1)[C:6]([C:17]1[CH:22]=[CH:21][CH:20]=[CH:19][CH:18]=1)=[N:5]2.[OH-].[Na+]. (2) Given the product [CH:1]1[C:13]2[CH:12]([CH2:14][O:15][C:16]([N:18]3[CH2:19][C@H:20]([NH:54][S:65]([C:59]4[CH:60]=[CH:61][C:62]([O:63][CH3:64])=[C:57]([O:56][CH3:55])[CH:58]=4)(=[O:67])=[O:66])[CH2:21][C@H:22]([C:24](=[O:53])[NH:25][CH2:26][C:27]4([CH2:41][CH2:42][CH2:43][CH2:44][O:45][Si:46]([C:49]([CH3:50])([CH3:51])[CH3:52])([CH3:48])[CH3:47])[C:40]5[CH:39]=[CH:38][CH:37]=[CH:36][C:35]=5[O:34][C:33]5[C:28]4=[CH:29][CH:30]=[CH:31][CH:32]=5)[CH2:23]3)=[O:17])[C:11]3[C:6](=[CH:7][CH:8]=[CH:9][CH:10]=3)[C:5]=2[CH:4]=[CH:3][CH:2]=1, predict the reactants needed to synthesize it. The reactants are: [CH:1]1[C:13]2[CH:12]([CH2:14][O:15][C:16]([N:18]3[CH2:23][C@@H:22]([C:24](=[O:53])[NH:25][CH2:26][C:27]4([CH2:41][CH2:42][CH2:43][CH2:44][O:45][Si:46]([C:49]([CH3:52])([CH3:51])[CH3:50])([CH3:48])[CH3:47])[C:40]5[CH:39]=[CH:38][CH:37]=[CH:36][C:35]=5[O:34][C:33]5[C:28]4=[CH:29][CH:30]=[CH:31][CH:32]=5)[CH2:21][C@@H:20]([NH2:54])[CH2:19]3)=[O:17])[C:11]3[C:6](=[CH:7][CH:8]=[CH:9][CH:10]=3)[C:5]=2[CH:4]=[CH:3][CH:2]=1.[CH3:55][O:56][C:57]1[CH:58]=[C:59]([S:65](Cl)(=[O:67])=[O:66])[CH:60]=[CH:61][C:62]=1[O:63][CH3:64].O. (3) Given the product [NH2:1][C:2]1[C:10]([Br:11])=[CH:9][CH:8]=[CH:7][C:3]=1[C:4]([NH:37][CH:34]1[CH2:35][CH2:36][O:31][CH2:32][CH2:33]1)=[O:6], predict the reactants needed to synthesize it. The reactants are: [NH2:1][C:2]1[C:10]([Br:11])=[CH:9][CH:8]=[CH:7][C:3]=1[C:4]([OH:6])=O.C(P1(=O)OP(=O)(CCC)OP(=O)(CCC)O1)CC.Cl.[O:31]1[CH2:36][CH2:35][CH:34]([NH2:37])[CH2:33][CH2:32]1.CCN(C(C)C)C(C)C. (4) Given the product [CH2:2]([N:4]1[CH2:9][CH2:8][C:7]([CH2:10][NH2:11])([C:12]2[CH:17]=[CH:16][C:15]([Cl:18])=[C:14]([Cl:19])[CH:13]=2)[CH2:6][CH2:5]1)[CH3:3], predict the reactants needed to synthesize it. The reactants are: O=[C:2]([N:4]1[CH2:9][CH2:8][C:7]([C:12]2[CH:17]=[CH:16][C:15]([Cl:18])=[C:14]([Cl:19])[CH:13]=2)([C:10]#[N:11])[CH2:6][CH2:5]1)[CH3:3].Cl. (5) Given the product [NH2:1][C:2]1[C:7]([C:8]([F:9])([F:10])[F:11])=[CH:6][C:5]([CH2:12][CH2:13][C:14]([N:16]2[C@H:20]([CH2:21][C:22]3[CH:23]=[CH:24][CH:25]=[CH:26][CH:27]=3)[CH2:19][O:18][C:17]2=[O:28])=[O:15])=[CH:4][C:3]=1[Cl:29], predict the reactants needed to synthesize it. The reactants are: [NH2:1][C:2]1[C:7]([C:8]([F:11])([F:10])[F:9])=[CH:6][C:5](/[CH:12]=[CH:13]/[C:14]([N:16]2[C@H:20]([CH2:21][C:22]3[CH:27]=[CH:26][CH:25]=[CH:24][CH:23]=3)[CH2:19][O:18][C:17]2=[O:28])=[O:15])=[CH:4][C:3]=1[Cl:29]. (6) Given the product [Br:8][C:5]1[CH:4]=[C:3]2[C:2](=[CH:7][CH:6]=1)[N:1]=[C:22]([CH3:23])[C:21]([C:20](=[O:25])[C:19]([F:27])([F:26])[F:18])=[C:9]2[C:11]1[CH:16]=[CH:15][C:14]([F:17])=[CH:13][CH:12]=1, predict the reactants needed to synthesize it. The reactants are: [NH2:1][C:2]1[CH:7]=[CH:6][C:5]([Br:8])=[CH:4][C:3]=1[C:9]([C:11]1[CH:16]=[CH:15][C:14]([F:17])=[CH:13][CH:12]=1)=O.[F:18][C:19]([F:27])([F:26])[C:20](=[O:25])[CH2:21][C:22](=O)[CH3:23].C(O)(C)C. (7) Given the product [NH2:1][C:2]1[C:10]2[C:9]([C:11]3[CH:16]=[CH:15][CH:14]=[C:13]([NH:17][C:30]([NH:29][C:24]4[CH:25]=[CH:26][CH:27]=[CH:28][C:23]=4[C:22]([F:21])([F:32])[F:33])=[O:31])[CH:12]=3)=[N:8][CH:7]=[N:6][C:5]=2[S:4][C:3]=1[C:18]([NH2:20])=[O:19], predict the reactants needed to synthesize it. The reactants are: [NH2:1][C:2]1[C:10]2[C:9]([C:11]3[CH:16]=[CH:15][CH:14]=[C:13]([NH2:17])[CH:12]=3)=[N:8][CH:7]=[N:6][C:5]=2[S:4][C:3]=1[C:18]([NH2:20])=[O:19].[F:21][C:22]([F:33])([F:32])[C:23]1[C:24]([N:29]=[C:30]=[O:31])=[CH:25][CH:26]=[CH:27][CH:28]=1. (8) The reactants are: [CH3:1][O:2][C:3](=[O:21])[CH2:4][CH2:5][CH2:6][C:7]1[O:11][C:10]([C:12]2[CH:17]=[CH:16][CH:15]=[CH:14][C:13]=2[O:18]C)=[N:9][C:8]=1[CH3:20].B(Br)(Br)Br. Given the product [CH3:1][O:2][C:3](=[O:21])[CH2:4][CH2:5][CH2:6][C:7]1[O:11][C:10]([C:12]2[CH:17]=[CH:16][CH:15]=[CH:14][C:13]=2[OH:18])=[N:9][C:8]=1[CH3:20], predict the reactants needed to synthesize it. (9) Given the product [CH3:33][O:34][C:35]1[C:36]([O:61][CH3:62])=[CH:37][C:38]2[N:44]=[C:43]3[NH:45][NH:46][C:47]([CH3:48])=[C:42]3[N:41]=[C:40]([C:52]3[CH:57]=[CH:56][CH:55]=[CH:54][C:53]=3[O:58][CH3:59])[C:39]=2[CH:60]=1, predict the reactants needed to synthesize it. The reactants are: NC1C=C(OC)C(OC)=CC=1C(C1C=CC=CC=1OC)=O.NC1C(C)=NN(CC=C)C=1Cl.[CH3:33][O:34][C:35]1[C:36]([O:61][CH3:62])=[CH:37][C:38]2[N:44]=[C:43]3[N:45](CC=C)[NH:46][C:47]([CH3:48])=[C:42]3[N:41]=[C:40]([C:52]3[CH:57]=[CH:56][CH:55]=[CH:54][C:53]=3[O:58][CH3:59])[C:39]=2[CH:60]=1.[H-].C([Al+]CC(C)C)C(C)C.